From a dataset of Peptide-MHC class II binding affinity with 134,281 pairs from IEDB. Regression. Given a peptide amino acid sequence and an MHC pseudo amino acid sequence, predict their binding affinity value. This is MHC class II binding data. (1) The peptide sequence is DVDQSLIIAARNIVR. The binding affinity (normalized) is 0.588. The MHC is DRB1_1101 with pseudo-sequence DRB1_1101. (2) The peptide sequence is SAALGPLIEGNTSLL. The MHC is DRB3_0202 with pseudo-sequence DRB3_0202. The binding affinity (normalized) is 0. (3) The peptide sequence is YDKFLANDSTVLTGK. The MHC is DRB1_1001 with pseudo-sequence DRB1_1001. The binding affinity (normalized) is 0.598. (4) The peptide sequence is LKSDLLRAGITLVPV. The MHC is DRB3_0101 with pseudo-sequence DRB3_0101. The binding affinity (normalized) is 0.258.